This data is from Forward reaction prediction with 1.9M reactions from USPTO patents (1976-2016). The task is: Predict the product of the given reaction. (1) The product is: [Br:1][C:2]1[CH:9]=[C:8]([C:10]([C:11]2[N:15]([CH3:16])[CH:14]=[N:13][CH:12]=2)=[O:17])[CH:7]=[CH:6][C:3]=1[C:4]#[N:5]. Given the reactants [Br:1][C:2]1[CH:9]=[C:8]([CH:10]([OH:17])[C:11]2[N:15]([CH3:16])[CH:14]=[N:13][CH:12]=2)[CH:7]=[CH:6][C:3]=1[C:4]#[N:5], predict the reaction product. (2) Given the reactants [CH3:1][C:2]([O:4][C:5]([CH3:7])=O)=[O:3].[N+:8]([C:11]1[CH:12]=[CH:13][C:14]([O:17][C:18]2[CH:19]=[C:20]3[C:25](=[CH:26][CH:27]=2)[O:24][CH:23]([C:28]2[CH:33]=[CH:32][CH:31]=[CH:30][CH:29]=2)CC3O)=[N:15][CH:16]=1)([O-:10])=[O:9], predict the reaction product. The product is: [N+:8]([C:11]1[CH:12]=[CH:13][C:14]([O:17][C:18]2[CH:27]=[C:26]3[C:25](=[CH:20][CH:19]=2)[O:24][CH:23]([C:28]2[CH:29]=[CH:30][CH:31]=[CH:32][CH:33]=2)[CH2:7][CH:5]3[O:4][C:2](=[O:3])[CH3:1])=[N:15][CH:16]=1)([O-:10])=[O:9]. (3) Given the reactants [CH3:1][C:2]1([CH3:11])[CH2:10][C:9]2[NH:8][N:7]=[CH:6][C:5]=2[CH2:4][CH2:3]1.[I:12]I.[OH-].[K+].S([O-])(O)=O.[Na+], predict the reaction product. The product is: [I:12][C:6]1[C:5]2[CH2:4][CH2:3][C:2]([CH3:11])([CH3:1])[CH2:10][C:9]=2[NH:8][N:7]=1. (4) Given the reactants [C:1]([C:4]1[C:9]([O:10][CH3:11])=[CH:8][C:7]([NH:12]C(=O)C(F)(F)F)=[CH:6][C:5]=1[O:19][CH3:20])(=[O:3])[CH3:2].C(=O)([O-])[O-].[K+].[K+], predict the reaction product. The product is: [NH2:12][C:7]1[CH:6]=[C:5]([O:19][CH3:20])[C:4]([C:1](=[O:3])[CH3:2])=[C:9]([O:10][CH3:11])[CH:8]=1.